From a dataset of hERG Central: cardiac toxicity at 1µM, 10µM, and general inhibition. Predict hERG channel inhibition at various concentrations. (1) The compound is COc1ccc(C(C)NCCC(c2ccc(OC(C)C)cc2)c2ccccc2OC)cc1. Results: hERG_inhib (hERG inhibition (general)): blocker. (2) The molecule is CN(C)CCCNc1nc(-c2ccccc2)c2c(c1C#N)CC(C)(C)OC2. Results: hERG_inhib (hERG inhibition (general)): blocker. (3) The drug is CCN(Cc1ccncc1)C(=O)c1ccco1. Results: hERG_inhib (hERG inhibition (general)): blocker. (4) The drug is Brc1ccc(C=Nc2ccc3c(c2)OCCOCCOCCO3)s1. Results: hERG_inhib (hERG inhibition (general)): blocker. (5) The compound is Nc1nc(CN2CCN(c3ccccc3F)CC2)nc(Nc2ccccc2)n1. Results: hERG_inhib (hERG inhibition (general)): blocker.